This data is from Forward reaction prediction with 1.9M reactions from USPTO patents (1976-2016). The task is: Predict the product of the given reaction. (1) Given the reactants I[C:2]1[C:10]2[O:9][CH2:8][O:7][C:6]=2[C:5](I)=[CH:4][CH:3]=1.[C:12]([Si:14]([CH3:17])([CH3:16])[CH3:15])#[CH:13], predict the reaction product. The product is: [CH3:15][Si:14]([CH3:17])([CH3:16])[C:12]#[C:13][C:2]1[C:10]2[O:9][CH2:8][O:7][C:6]=2[C:5]([C:13]#[C:12][Si:14]([CH3:17])([CH3:16])[CH3:15])=[CH:4][CH:3]=1. (2) Given the reactants [CH3:1][O:2][C:3](=[O:24])[CH2:4][NH:5][C:6]([C:8]1[CH:9]=[CH:10][CH:11]=[C:12]2[O:16][C:15]([NH:17][CH:18]3[CH2:23][CH2:22][NH:21][CH2:20][CH2:19]3)=[N:14][C:13]=12)=[O:7].[CH2:25]([O:27][C:28]1[CH:29]=[C:30]([CH:33]=[C:34]([O:41][CH2:42][CH3:43])[C:35]=1[N:36]1[CH:40]=[CH:39][CH:38]=[CH:37]1)[CH:31]=O)[CH3:26].C([BH3-])#N.[Na+].C(N(C(C)C)C(C)C)C, predict the reaction product. The product is: [CH3:1][O:2][C:3](=[O:24])[CH2:4][NH:5][C:6]([C:8]1[CH:9]=[CH:10][CH:11]=[C:12]2[O:16][C:15]([NH:17][CH:18]3[CH2:23][CH2:22][N:21]([CH2:31][C:30]4[CH:33]=[C:34]([O:41][CH2:42][CH3:43])[C:35]([N:36]5[CH:40]=[CH:39][CH:38]=[CH:37]5)=[C:28]([O:27][CH2:25][CH3:26])[CH:29]=4)[CH2:20][CH2:19]3)=[N:14][C:13]=12)=[O:7]. (3) Given the reactants [N:1]1[NH:2][N:3]=[N:4][C:5]=1[C:6]1[CH:7]=[C:8]([C:12]2[N:13]=[C:14](Cl)[C:15]3[C:16](=[CH:18][N:19](CC4C=CC(OC)=CC=4)[N:20]=3)[N:17]=2)[CH:9]=[CH:10][CH:11]=1.[NH2:31][C:32]1[CH:41]=[C:40]2[C:35]([CH2:36][CH2:37][C:38](=[O:42])[NH:39]2)=[CH:34][CH:33]=1.Cl, predict the reaction product. The product is: [N:1]1[NH:2][N:3]=[N:4][C:5]=1[C:6]1[CH:7]=[C:8]([C:12]2[N:13]=[C:14]([NH:31][C:32]3[CH:41]=[C:40]4[C:35]([CH2:36][CH2:37][C:38](=[O:42])[NH:39]4)=[CH:34][CH:33]=3)[C:15]3[NH:20][N:19]=[CH:18][C:16]=3[N:17]=2)[CH:9]=[CH:10][CH:11]=1. (4) Given the reactants [Cl:1][C:2]1[CH:21]=[CH:20][C:5]([CH:6]([O:14][C@@H:15]2[CH2:19][CH2:18][NH:17][CH2:16]2)[C:7]2[CH:12]=[CH:11][C:10]([Cl:13])=[CH:9][CH:8]=2)=[CH:4][CH:3]=1.[CH2:22]([N:25]=[C:26]=[O:27])[CH:23]=[CH2:24].C(N(CC)CC)C, predict the reaction product. The product is: [Cl:1][C:2]1[CH:21]=[CH:20][C:5]([CH:6]([O:14][C@@H:15]2[CH2:19][CH2:18][N:17]([C:26]([NH:25][CH2:22][CH:23]=[CH2:24])=[O:27])[CH2:16]2)[C:7]2[CH:8]=[CH:9][C:10]([Cl:13])=[CH:11][CH:12]=2)=[CH:4][CH:3]=1.